From a dataset of Forward reaction prediction with 1.9M reactions from USPTO patents (1976-2016). Predict the product of the given reaction. (1) The product is: [Br:1][C:2]1[CH:3]=[CH:4][C:5]([CH:8]([CH3:16])[C:9]([O:11][CH3:12])=[O:10])=[CH:6][CH:7]=1. Given the reactants [Br:1][C:2]1[CH:7]=[CH:6][C:5]([CH2:8][C:9]([O:11][CH3:12])=[O:10])=[CH:4][CH:3]=1.[H-].[Na+].I[CH3:16].O, predict the reaction product. (2) Given the reactants [CH:1]1[C:10]2[C:5](=[CH:6][CH:7]=[CH:8][CH:9]=2)[C:4]([C:11]2[C:19]3[C:14](=[CH:15][CH:16]=[CH:17][CH:18]=3)[N:13]([C:20]([O:22][C:23]([CH3:26])([CH3:25])[CH3:24])=[O:21])[C:12]=2[CH3:27])=[CH:3][N:2]=1.[CH2:28](I)[C:29]1[CH:34]=[CH:33][CH:32]=[CH:31][CH:30]=1.CCCCCC.[OH-:42].[K+], predict the reaction product. The product is: [CH2:28]([N:2]1[CH:3]=[C:4]([C:11]2[C:19]3[C:14](=[CH:15][CH:16]=[CH:17][CH:18]=3)[N:13]([C:20]([O:22][C:23]([CH3:24])([CH3:26])[CH3:25])=[O:21])[C:12]=2[CH3:27])[C:5]2[C:10](=[CH:9][CH:8]=[CH:7][CH:6]=2)[C:1]1=[O:42])[C:29]1[CH:34]=[CH:33][CH:32]=[CH:31][CH:30]=1.